This data is from Reaction yield outcomes from USPTO patents with 853,638 reactions. The task is: Predict the reaction yield, written as a fraction of the theoretical maximum amount of product (1.0 means a 100% yield; for example, 0.34 means a 34% yield). (1) The reactants are [CH2:1]([NH:4][C:5](=[O:18])[C:6]([C:16]#[N:17])=[N:7][NH:8][C:9]1[CH:14]=[CH:13][CH:12]=[CH:11][C:10]=1[Br:15])[CH2:2][CH3:3].[Cl-].[Al+3].[Cl-].[Cl-].O1CCCC1.CO. The catalyst is C1(C)C=CC=CC=1.C(Cl)(Cl)Cl. The product is [NH2:17][C:16]1[C:14]2[C:9](=[C:10]([Br:15])[CH:11]=[CH:12][CH:13]=2)[N:8]=[N:7][C:6]=1[C:5]([NH:4][CH2:1][CH2:2][CH3:3])=[O:18]. The yield is 0.840. (2) The reactants are [Cl:1][C:2]1[CH:7]=[CH:6][N:5]=[C:4]([CH2:8][C:9]([C:12]2[CH:17]=[CH:16][C:15]([F:18])=[CH:14][CH:13]=2)=[N:10]O)[CH:3]=1.FC(F)(F)C(OC(=O)C(F)(F)F)=O.C(N(CC)CC)C.O. The catalyst is COCCOC.[Fe](Cl)Cl. The product is [Cl:1][C:2]1[CH:7]=[CH:6][N:5]2[N:10]=[C:9]([C:12]3[CH:17]=[CH:16][C:15]([F:18])=[CH:14][CH:13]=3)[CH:8]=[C:4]2[CH:3]=1. The yield is 0.570. (3) The reactants are OC(C(F)(F)F)=O.O=S1(=O)CCN(CC[NH:17][C@:18]23[CH2:53][CH2:52][C@@H:51]([C:54]([NH:56][NH:57][CH:58]=[O:59])=O)[C@@H:19]2[C@@H:20]2[C@@:33]([CH3:36])([CH2:34][CH2:35]3)[C@@:32]3([CH3:37])[C@@H:23]([C@:24]4([CH3:50])[C@@H:29]([CH2:30][CH2:31]3)[C:28]([CH3:39])([CH3:38])[C:27]([C:40]3[CH:49]=[CH:48][C:43]([C:44]([O:46][CH3:47])=[O:45])=[CH:42][CH:41]=3)=[CH:26][CH2:25]4)[CH2:22][CH2:21]2)CC1.[CH3:61][CH2:62][N:63]([CH:67]([CH3:69])C)[CH:64]([CH3:66])C.C1(C)C=CC([S:76](Cl)(=[O:78])=[O:77])=CC=1. The catalyst is C(#N)C. The product is [O:77]=[S:76]1(=[O:78])[CH2:66][CH2:64][N:63]([CH2:62][CH2:61][NH:17][C@:18]23[CH2:53][CH2:52][C@@H:51]([C:54]4[O:59][CH:58]=[N:57][N:56]=4)[C@@H:19]2[C@@H:20]2[C@@:33]([CH3:36])([CH2:34][CH2:35]3)[C@@:32]3([CH3:37])[C@@H:23]([C@:24]4([CH3:50])[C@@H:29]([CH2:30][CH2:31]3)[C:28]([CH3:38])([CH3:39])[C:27]([C:40]3[CH:41]=[CH:42][C:43]([C:44]([O:46][CH3:47])=[O:45])=[CH:48][CH:49]=3)=[CH:26][CH2:25]4)[CH2:22][CH2:21]2)[CH2:67][CH2:69]1. The yield is 0.561. (4) The reactants are [I-].[C:2]([O:10][CH2:11][Zn+])(=[O:9])[C:3]1[CH:8]=[CH:7][CH:6]=[CH:5][CH:4]=1.Br[C:14]1[CH:19]=[CH:18][C:17]([Cl:20])=[CH:16][N:15]=1. The catalyst is C1COCC1.C1C=CC([P]([Pd]([P](C2C=CC=CC=2)(C2C=CC=CC=2)C2C=CC=CC=2)([P](C2C=CC=CC=2)(C2C=CC=CC=2)C2C=CC=CC=2)[P](C2C=CC=CC=2)(C2C=CC=CC=2)C2C=CC=CC=2)(C2C=CC=CC=2)C2C=CC=CC=2)=CC=1. The product is [C:2]([O:10][CH2:11][C:14]1[CH:19]=[CH:18][C:17]([Cl:20])=[CH:16][N:15]=1)(=[O:9])[C:3]1[CH:8]=[CH:7][CH:6]=[CH:5][CH:4]=1. The yield is 0.630. (5) The reactants are [CH3:1][N:2]1[CH:6]2[CH2:7][CH:8]([OH:10])[CH2:9][CH:3]1[CH2:4][CH2:5]2.[Li]CCCC.[Cl:16][C:17]1[N:22]=[C:21](Cl)[N:20]=[C:19]([N:24]2[CH2:29][CH2:28][O:27][CH2:26][CH2:25]2)[N:18]=1.CCOCC. The catalyst is C1COCC1. The product is [Cl:16][C:17]1[N:18]=[C:19]([N:24]2[CH2:25][CH2:26][O:27][CH2:28][CH2:29]2)[N:20]=[C:21]([O:10][CH:8]2[CH2:9][CH:3]3[N:2]([CH3:1])[CH:6]([CH2:5][CH2:4]3)[CH2:7]2)[N:22]=1. The yield is 0.420. (6) The reactants are [N-:1]=[N+:2]=[N-:3].[Na+].[Cl-].[NH4+].CN(C)C=O.[CH3:12][C:13]1[N:17]([CH2:18][C:19]2[C:28]3[C:23](=[CH:24][CH:25]=[CH:26][CH:27]=3)[CH:22]=[CH:21][CH:20]=2)[C:16]2[CH:29]=[C:30]([N:35]3[CH2:40][CH2:39][O:38][CH2:37][CH2:36]3)[CH:31]=[C:32]([C:33]#[N:34])[C:15]=2[N:14]=1. The catalyst is O. The product is [CH3:12][C:13]1[N:17]([CH2:18][C:19]2[C:28]3[C:23](=[CH:24][CH:25]=[CH:26][CH:27]=3)[CH:22]=[CH:21][CH:20]=2)[C:16]2[CH:29]=[C:30]([N:35]3[CH2:40][CH2:39][O:38][CH2:37][CH2:36]3)[CH:31]=[C:32]([C:33]3[NH:34][N:3]=[N:2][N:1]=3)[C:15]=2[N:14]=1. The yield is 0.130. (7) The yield is 0.370. The product is [Cl:1][C:2]1[CH:3]=[C:4]2[C:13](=[CH:14][CH:15]=1)[C:12]([NH:16][CH2:17][CH2:18][CH2:19][NH:20][CH:27]1[CH2:28][CH2:29][C:30]3[NH:21][C:22](=[O:32])[CH:23]=[CH:24][C:25]=3[CH2:26]1)=[C:11]1[C:6]([CH2:7][CH2:8][CH2:9][CH2:10]1)=[N:5]2. The reactants are [Cl:1][C:2]1[CH:3]=[C:4]2[C:13](=[CH:14][CH:15]=1)[C:12]([NH:16][CH2:17][CH2:18][CH2:19][NH2:20])=[C:11]1[C:6]([CH2:7][CH2:8][CH2:9][CH2:10]1)=[N:5]2.[NH:21]1[C:30]2[CH2:29][CH2:28][C:27](=O)[CH2:26][C:25]=2[CH:24]=[CH:23][C:22]1=[O:32].C(O[BH-](OC(=O)C)OC(=O)C)(=O)C.[Na+].C(=O)(O)[O-].[Na+]. The catalyst is C(Cl)Cl.C(O)(=O)C. (8) The reactants are [CH3:1][C:2]1[O:6][N:5]=[C:4]([C:7]2[CH:12]=[CH:11][CH:10]=[CH:9][CH:8]=2)[C:3]=1[CH2:13][OH:14].[H-].[Na+].Cl[C:18]1[CH:25]=[CH:24][C:21]([C:22]#[N:23])=[CH:20][N:19]=1. The catalyst is C1COCC1.C(OCC)(=O)C. The product is [CH3:1][C:2]1[O:6][N:5]=[C:4]([C:7]2[CH:12]=[CH:11][CH:10]=[CH:9][CH:8]=2)[C:3]=1[CH2:13][O:14][C:18]1[CH:25]=[CH:24][C:21]([C:22]#[N:23])=[CH:20][N:19]=1. The yield is 0.910. (9) The reactants are [BH4-].[Na+].O1CCCC1.[NH2:8][C:9]1[CH:10]=[CH:11][C:12]([N:18]2[CH2:23][CH2:22][O:21][CH2:20][CH2:19]2)=[C:13]([C:15](O)=[O:16])[CH:14]=1.II. The catalyst is CO. The product is [NH2:8][C:9]1[CH:10]=[CH:11][C:12]([N:18]2[CH2:19][CH2:20][O:21][CH2:22][CH2:23]2)=[C:13]([CH:14]=1)[CH2:15][OH:16]. The yield is 0.720. (10) The reactants are CN(C(ON1N=NC2C=CC=NC1=2)=[N+](C)C)C.F[P-](F)(F)(F)(F)F.CCN(C(C)C)C(C)C.[C:34]1([S:40][CH2:41][C@H:42]([NH:47][C:48]2[CH:53]=[CH:52][C:51]([S:54](=[O:57])(=[O:56])[NH2:55])=[CH:50][C:49]=2[S:58]([C:61]([F:64])([F:63])[F:62])(=[O:60])=[O:59])[CH2:43][C:44](O)=[O:45])[CH:39]=[CH:38][CH:37]=[CH:36][CH:35]=1.[Si:65]([O:82][CH2:83][CH2:84][N:85]1[CH2:90][CH2:89][NH:88][CH2:87][CH2:86]1)([C:78]([CH3:81])([CH3:80])[CH3:79])([C:72]1[CH:77]=[CH:76][CH:75]=[CH:74][CH:73]=1)[C:66]1[CH:71]=[CH:70][CH:69]=[CH:68][CH:67]=1. The catalyst is CC(N(C)C)=O.CCOC(C)=O. The product is [Si:65]([O:82][CH2:83][CH2:84][N:85]1[CH2:90][CH2:89][N:88]([C:44](=[O:45])[CH2:43][C@@H:42]([NH:47][C:48]2[CH:53]=[CH:52][C:51]([S:54]([NH2:55])(=[O:56])=[O:57])=[CH:50][C:49]=2[S:58]([C:61]([F:64])([F:62])[F:63])(=[O:60])=[O:59])[CH2:41][S:40][C:34]2[CH:35]=[CH:36][CH:37]=[CH:38][CH:39]=2)[CH2:87][CH2:86]1)([C:78]([CH3:79])([CH3:80])[CH3:81])([C:72]1[CH:73]=[CH:74][CH:75]=[CH:76][CH:77]=1)[C:66]1[CH:71]=[CH:70][CH:69]=[CH:68][CH:67]=1. The yield is 1.00.